Dataset: Full USPTO retrosynthesis dataset with 1.9M reactions from patents (1976-2016). Task: Predict the reactants needed to synthesize the given product. (1) Given the product [CH:42]([OH:44])=[O:43].[CH3:61][N:62]([CH3:67])[CH2:63][CH2:64][CH2:65][NH:66][C:42]([C:40]1[S:39][C:35]2[N:36]=[CH:37][N:38]=[C:33]([NH:32][C:29]3[CH:30]=[CH:31][C:26]([F:25])=[CH:27][C:28]=3[O:45][CH:46]3[CH2:47][CH2:48][O:49][CH2:50][CH2:51]3)[C:34]=2[CH:41]=1)=[O:43], predict the reactants needed to synthesize it. The reactants are: CN(C(ON1N=NC2C=CC=NC1=2)=[N+](C)C)C.F[P-](F)(F)(F)(F)F.[F:25][C:26]1[CH:31]=[CH:30][C:29]([NH:32][C:33]2[C:34]3[CH:41]=[C:40]([C:42]([OH:44])=[O:43])[S:39][C:35]=3[N:36]=[CH:37][N:38]=2)=[C:28]([O:45][CH:46]2[CH2:51][CH2:50][O:49][CH2:48][CH2:47]2)[CH:27]=1.CCN(C(C)C)C(C)C.[CH3:61][N:62]([CH3:67])[CH2:63][CH2:64][CH2:65][NH2:66]. (2) Given the product [CH:1]1([C:6]2[N:7]([CH2:16][C:17]3[CH:36]=[CH:35][C:20]4/[C:21](=[C:31](/[CH3:34])\[C:32]#[N:33])/[C:22]5[CH:29]=[CH:28][C:27]([F:30])=[CH:26][C:23]=5[O:24][CH2:25][C:19]=4[CH:18]=3)[C:8]3[CH:14]=[CH:13][CH:12]=[CH:11][C:9]=3[N:10]=2)[CH2:2][CH2:3][CH2:4][CH2:5]1, predict the reactants needed to synthesize it. The reactants are: [CH:1]1([C:6]2[NH:10][C:9]3[CH:11]=[CH:12][CH:13]=[CH:14][C:8]=3[N:7]=2)[CH2:5][CH2:4][CH2:3][CH2:2]1.Br[CH2:16][C:17]1[CH:36]=[CH:35][C:20]2/[C:21](=[C:31](/[CH3:34])\[C:32]#[N:33])/[C:22]3[CH:29]=[CH:28][C:27]([F:30])=[CH:26][C:23]=3[O:24][CH2:25][C:19]=2[CH:18]=1. (3) Given the product [F:1][C:2]1[CH:3]=[C:4]([CH:8]=[C:9]([C:12]2[CH:13]=[CH:14][C:15]3[O:19][C:18]([C:20]4[CH:21]=[CH:22][C:23]([F:26])=[CH:24][CH:25]=4)=[C:17]([C:27](=[O:30])[NH:28][CH3:29])[C:16]=3[C:31]=2[F:32])[C:10]=1[CH3:11])[C:5]([NH:34][C:35]1([C:46]2[N:47]=[CH:48][CH:49]=[CH:50][N:51]=2)[CH2:36][N:37]([C:39]([O:41][C:42]([CH3:45])([CH3:44])[CH3:43])=[O:40])[CH2:38]1)=[O:6], predict the reactants needed to synthesize it. The reactants are: [F:1][C:2]1[CH:3]=[C:4]([CH:8]=[C:9]([C:12]2[CH:13]=[CH:14][C:15]3[O:19][C:18]([C:20]4[CH:25]=[CH:24][C:23]([F:26])=[CH:22][CH:21]=4)=[C:17]([C:27](=[O:30])[NH:28][CH3:29])[C:16]=3[C:31]=2[F:32])[C:10]=1[CH3:11])[C:5](O)=[O:6].Cl.[NH2:34][C:35]1([C:46]2[N:51]=[CH:50][CH:49]=[CH:48][N:47]=2)[CH2:38][N:37]([C:39]([O:41][C:42]([CH3:45])([CH3:44])[CH3:43])=[O:40])[CH2:36]1.C1CN([P+](ON2N=NC3C=CC=CC2=3)(N2CCCC2)N2CCCC2)CC1.F[P-](F)(F)(F)(F)F.C(N(CC)CC)C. (4) The reactants are: [N:1]([O-:3])=O.[Na+].[CH3:5][O:6][CH2:7][CH2:8][CH2:9][CH2:10][C:11](=[O:17])[CH2:12][C:13]([O:15][CH3:16])=[O:14]. Given the product [OH:3][N:1]=[C:12]([C:11](=[O:17])[CH2:10][CH2:9][CH2:8][CH2:7][O:6][CH3:5])[C:13]([O:15][CH3:16])=[O:14], predict the reactants needed to synthesize it.